Dataset: Full USPTO retrosynthesis dataset with 1.9M reactions from patents (1976-2016). Task: Predict the reactants needed to synthesize the given product. The reactants are: Cl.[OH:2][C@H:3]1[CH2:7][NH:6][C@H:5]([C:8]([OH:10])=[O:9])[CH2:4]1.S(Cl)([Cl:13])=O.[CH3:15]O. Given the product [ClH:13].[OH:2][C@H:3]1[CH2:7][NH:6][C@H:5]([C:8]([O:10][CH3:15])=[O:9])[CH2:4]1, predict the reactants needed to synthesize it.